Dataset: Reaction yield outcomes from USPTO patents with 853,638 reactions. Task: Predict the reaction yield, written as a fraction of the theoretical maximum amount of product (1.0 means a 100% yield; for example, 0.34 means a 34% yield). (1) The reactants are [NH2:1][C:2]1[CH:7]=[C:6]([CH3:8])[CH:5]=[CH:4][N:3]=1.[Cl:9][C:10]1[CH:17]=[CH:16][CH:15]=[C:14]([F:18])[C:11]=1[CH:12]=O.[N+:19]([C:21]1[CH:30]=[CH:29][C:24]2[O:25][CH2:26][CH2:27][O:28][C:23]=2[CH:22]=1)#[C-:20]. The catalyst is O1CCOCC1.[Cl-].[Zn+2].[Cl-]. The product is [Cl:9][C:10]1[CH:17]=[CH:16][CH:15]=[C:14]([F:18])[C:11]=1[C:12]1[N:1]=[C:2]2[CH:7]=[C:6]([CH3:8])[CH:5]=[CH:4][N:3]2[C:20]=1[NH:19][C:21]1[CH:30]=[CH:29][C:24]2[O:25][CH2:26][CH2:27][O:28][C:23]=2[CH:22]=1. The yield is 0.180. (2) The reactants are Cl[C:2]1[N:7]=[CH:6][C:5]([C:8]2([OH:11])[CH2:10][CH2:9]2)=[CH:4][CH:3]=1.C(=[NH:25])(C1C=CC=CC=1)C1C=CC=CC=1.CC1(C)C2C(=C(P(C3C=CC=CC=3)C3C=CC=CC=3)C=CC=2)OC2C(P(C3C=CC=CC=3)C3C=CC=CC=3)=CC=CC1=2.C(=O)([O-])[O-].[Cs+].[Cs+]. The catalyst is C1COCC1.C1C=CC(/C=C/C(/C=C/C2C=CC=CC=2)=O)=CC=1.C1C=CC(/C=C/C(/C=C/C2C=CC=CC=2)=O)=CC=1.C1C=CC(/C=C/C(/C=C/C2C=CC=CC=2)=O)=CC=1.[Pd].[Pd]. The product is [NH2:25][C:2]1[N:7]=[CH:6][C:5]([C:8]2([OH:11])[CH2:10][CH2:9]2)=[CH:4][CH:3]=1. The yield is 0.390. (3) The reactants are O(S(C(F)(F)F)(=O)=O)S(C(F)(F)F)(=O)=O.[CH2:16]([O:23][N:24]1[C:30](=[O:31])[N:29]2[CH2:32][C@H:25]1[CH2:26][CH2:27][C@H:28]2[C:33]([NH:35][NH:36][C:37](=O)[CH2:38][CH2:39][NH:40][C:41](=[O:47])[O:42][C:43]([CH3:46])([CH3:45])[CH3:44])=[O:34])[C:17]1[CH:22]=[CH:21][CH:20]=[CH:19][CH:18]=1.N1C=CC=CC=1.C([O-])(O)=O.[Na+]. The catalyst is C(Cl)Cl. The product is [CH2:16]([O:23][N:24]1[C:30](=[O:31])[N:29]2[CH2:32][C@H:25]1[CH2:26][CH2:27][C@H:28]2[C:33]1[O:34][C:37]([CH2:38][CH2:39][NH:40][C:41](=[O:47])[O:42][C:43]([CH3:46])([CH3:44])[CH3:45])=[N:36][N:35]=1)[C:17]1[CH:22]=[CH:21][CH:20]=[CH:19][CH:18]=1. The yield is 0.420. (4) The reactants are O1CCCCC1[N:7]1[C:15]2[C:10](=[CH:11][C:12]([C:16]3[N:20]=[CH:19][N:18](C(C4C=CC=CC=4)(C4C=CC=CC=4)C4C=CC=CC=4)[N:17]=3)=[CH:13][CH:14]=2)[C:9]([C:40]2[CH:41]=[C:42]([C:46]([N:48]3[CH2:56][C:55]4[C:50](=[CH:51][CH:52]=[CH:53][CH:54]=4)C3)=O)[CH:43]=[CH:44][CH:45]=2)=[N:8]1.Cl.[C:58](=[O:61])(O)[O-].[Na+]. The catalyst is O1CCOCC1. The product is [NH:17]1[C:16]([C:12]2[CH:11]=[C:10]3[C:15](=[CH:14][CH:13]=2)[NH:7][N:8]=[C:9]3[C:40]2[CH:41]=[C:42]([CH:46]3[C:50]4[C:55](=[CH:54][CH:53]=[CH:52][CH:51]=4)[CH2:56][N:48]3[C:58]([N:48]3[CH2:56][C:55]4[C:54](=[CH:53][CH:52]=[CH:51][CH:50]=4)[CH:46]3[C:42]3[CH:43]=[CH:44][CH:45]=[C:40]([C:9]4[C:10]5[C:15](=[CH:14][CH:13]=[C:12]([C:16]6[NH:17][N:18]=[CH:19][N:20]=6)[CH:11]=5)[NH:7][N:8]=4)[CH:41]=3)=[O:61])[CH:43]=[CH:44][CH:45]=2)=[N:20][CH:19]=[N:18]1. The yield is 0.340. (5) The reactants are [CH3:1][C:2]1[CH:7]=[CH:6][C:5]([S:8]([O:11][CH2:12][CH:13]2[CH2:17][C:16]3[CH:18]=[C:19]([CH:23]([CH3:25])[CH3:24])[CH:20]=[C:21](Br)[C:15]=3[O:14]2)(=[O:10])=[O:9])=[CH:4][CH:3]=1.C[C:27]1[CH:32]=[CH:31][CH:30]=[CH:29][C:28]=1B(O)O.C(C1C=CC=CC=1B1OC(C)(C)C(C)(C)O1)(C)C. No catalyst specified. The product is [CH3:1][C:2]1[CH:7]=[CH:6][C:5]([S:8]([O:11][CH2:12][CH:13]2[CH2:17][C:16]3[CH:18]=[C:19]([CH:23]([CH3:25])[CH3:24])[CH:20]=[C:21]([C:27]4[CH:32]=[CH:31][CH:30]=[CH:29][CH:28]=4)[C:15]=3[O:14]2)(=[O:10])=[O:9])=[CH:4][CH:3]=1. The yield is 0.460.